The task is: Predict the reaction yield, written as a fraction of the theoretical maximum amount of product (1.0 means a 100% yield; for example, 0.34 means a 34% yield).. This data is from Reaction yield outcomes from USPTO patents with 853,638 reactions. (1) The reactants are [CH2:1]([CH:8]1[CH2:13][CH:12]([C:14]2[CH:15]=[CH:16][C:17]3[O:28][CH2:27][C:20]4=[N:21][NH:22][C:23](=[O:26])[CH:24]([CH3:25])[N:19]4[C:18]=3[CH:29]=2)[CH2:11][CH2:10][N:9]1C(OC(C)(C)C)=O)[C:2]1[CH:7]=[CH:6][CH:5]=[CH:4][CH:3]=1.[C:37]([OH:43])([C:39]([F:42])([F:41])[F:40])=[O:38]. The catalyst is C(Cl)Cl. The product is [F:40][C:39]([F:42])([F:41])[C:37]([OH:43])=[O:38].[CH2:1]([CH:8]1[CH2:13][CH:12]([C:14]2[CH:15]=[CH:16][C:17]3[O:28][CH2:27][C:20]4=[N:21][NH:22][C:23](=[O:26])[CH:24]([CH3:25])[N:19]4[C:18]=3[CH:29]=2)[CH2:11][CH2:10][NH:9]1)[C:2]1[CH:3]=[CH:4][CH:5]=[CH:6][CH:7]=1. The yield is 0.200. (2) The reactants are [CH3:1][C:2]1([CH3:18])[CH2:7][CH2:6][CH2:5][O:4][C@@H:3]1[C:8]1[CH:16]=[CH:15][CH:14]=[C:13]2[C:9]=1[CH2:10][CH2:11][C@@H:12]2[OH:17].[CH3:19][O:20][C:21](=[O:33])[CH2:22][C@H:23]1[C:27]2[CH:28]=[CH:29][C:30](O)=[CH:31][C:26]=2[O:25][CH2:24]1. No catalyst specified. The product is [CH3:19][O:20][C:21](=[O:33])[CH2:22][C@H:23]1[C:27]2[CH:28]=[CH:29][C:30]([O:17][C@H:12]3[C:13]4[C:9](=[C:8]([C@@H:3]5[C:2]([CH3:18])([CH3:1])[CH2:7][CH2:6][CH2:5][O:4]5)[CH:16]=[CH:15][CH:14]=4)[CH2:10][CH2:11]3)=[CH:31][C:26]=2[O:25][CH2:24]1. The yield is 0.640. (3) The reactants are C([N:8]1[CH2:13][CH2:12][CH2:11][CH:10]([C:14]([O-:16])=O)[C@H:9]1CC)(OC(C)(C)C)=O.[OH2:19].[NH2:20][NH2:21].C(Cl)(Cl)Cl.[CH3:26][OH:27].ClCCl. The catalyst is O.C1CCCCC1. The product is [C:26]([N:20]([C:14]([C@@H:10]1[CH2:11][CH2:12][CH2:13][NH:8][CH2:9]1)=[O:16])[NH2:21])([O:27][C:10]([CH3:14])([CH3:11])[CH3:9])=[O:19]. The yield is 0.870. (4) The reactants are [CH3:1][C:2]1[S:3][CH:4]=[CH:5][C:6]=1[C:7]#[N:8].[Br:9]N1C(=O)CCC1=O.C(OOC(=O)C1C=CC=CC=1)(=O)C1C=CC=CC=1. The catalyst is C1C=CC=CC=1.CCOC(C)=O. The product is [Br:9][CH2:1][C:2]1[S:3][CH:4]=[CH:5][C:6]=1[C:7]#[N:8]. The yield is 0.460. (5) The reactants are [CH3:1][C@:2]12[C@@:19]3([CH3:20])[C@@H:10]([C@:11]4([CH3:36])[C@@H:16]([CH2:17][CH2:18]3)[C:15]([CH3:22])([CH3:21])[C@@H:14]([O:23][C:24]([C@H:26]3[C@@H:28]([CH2:29][C:30]([O:32]C)=[O:31])[C:27]3([CH3:35])[CH3:34])=[O:25])[CH2:13][CH2:12]4)[CH2:9][CH2:8][C@@H:7]1[C@H:6]1[C@H:37]([C:40]([CH3:42])=[CH2:41])[CH2:38][CH2:39][C@:5]1([C:43]1[O:44][C:45]([C:48]3[CH:53]=[CH:52][CH:51]=[CH:50][CH:49]=3)=[N:46][N:47]=1)[CH2:4][CH2:3]2.O. The catalyst is C1COCC1. The product is [CH3:34][C:27]1([CH3:35])[C@@H:26]([C:24]([O:23][C@H:14]2[CH2:13][CH2:12][C@@:11]3([CH3:36])[C@@H:16]([CH2:17][CH2:18][C@:19]4([CH3:20])[C@@H:10]3[CH2:9][CH2:8][C@H:7]3[C@@:2]4([CH3:1])[CH2:3][CH2:4][C@@:5]4([C:43]5[O:44][C:45]([C:48]6[CH:53]=[CH:52][CH:51]=[CH:50][CH:49]=6)=[N:46][N:47]=5)[CH2:39][CH2:38][C@@H:37]([C:40]([CH3:42])=[CH2:41])[C@@H:6]43)[C:15]2([CH3:22])[CH3:21])=[O:25])[C@H:28]1[CH2:29][C:30]([OH:32])=[O:31]. The yield is 0.230.